This data is from Full USPTO retrosynthesis dataset with 1.9M reactions from patents (1976-2016). The task is: Predict the reactants needed to synthesize the given product. (1) The reactants are: [CH2:1]([S:8]([NH:11][C:12]([CH:14]1[CH2:19][CH2:18][N:17]([C:20]2[C:30]([C:31]#[N:32])=[CH:29][C:23]([C:24]([O:26][CH2:27][CH3:28])=[O:25])=[C:22]([CH2:33]Cl)[N:21]=2)[CH2:16][CH2:15]1)=[O:13])(=[O:10])=[O:9])[C:2]1[CH:7]=[CH:6][CH:5]=[CH:4][CH:3]=1.[SH:35][CH2:36][CH2:37][C:38]([O:40][CH3:41])=[O:39]. Given the product [CH2:1]([S:8]([NH:11][C:12]([CH:14]1[CH2:19][CH2:18][N:17]([C:20]2[C:30]([C:31]#[N:32])=[CH:29][C:23]([C:24]([O:26][CH2:27][CH3:28])=[O:25])=[C:22]([CH2:33][S:35][CH2:36][CH2:37][C:38]([O:40][CH3:41])=[O:39])[N:21]=2)[CH2:16][CH2:15]1)=[O:13])(=[O:10])=[O:9])[C:2]1[CH:7]=[CH:6][CH:5]=[CH:4][CH:3]=1, predict the reactants needed to synthesize it. (2) Given the product [F:1][C:2]([F:9])([F:8])[C:3]1([CH2:6][O:7][S:20]([C:17]2[CH:18]=[CH:19][C:14]([CH3:13])=[CH:15][CH:16]=2)(=[O:22])=[O:21])[CH2:5][CH2:4]1, predict the reactants needed to synthesize it. The reactants are: [F:1][C:2]([F:9])([F:8])[C:3]1([CH2:6][OH:7])[CH2:5][CH2:4]1.ClCCl.[CH3:13][C:14]1[CH:19]=[CH:18][C:17]([S:20](Cl)(=[O:22])=[O:21])=[CH:16][CH:15]=1.